Dataset: Full USPTO retrosynthesis dataset with 1.9M reactions from patents (1976-2016). Task: Predict the reactants needed to synthesize the given product. (1) Given the product [CH2:1]([O:8][N:9]1[C:15](=[O:16])[N:14]2[CH2:17][C@@H:10]1[CH2:11][CH2:12][C@@H:13]2[C:18]([NH2:23])=[O:20])[C:2]1[CH:3]=[CH:4][CH:5]=[CH:6][CH:7]=1, predict the reactants needed to synthesize it. The reactants are: [CH2:1]([O:8][N:9]1[C:15](=[O:16])[N:14]2[CH2:17][C@@H:10]1[CH2:11][CH2:12][C@@H:13]2[C:18]([OH:20])=O)[C:2]1[CH:7]=[CH:6][CH:5]=[CH:4][CH:3]=1.C([N:23](CC)CC)C.ClC(OCC(C)C)=O.N. (2) Given the product [CH:9]1([NH:8][C:6]2[C:5]([Cl:12])=[CH:4][N:3]=[C:2]([NH:13][C:14]3[S:18][C:17]([C:19](=[O:21])[CH3:20])=[CH:16][CH:15]=3)[N:7]=2)[CH2:11][CH2:10]1, predict the reactants needed to synthesize it. The reactants are: Cl[C:2]1[N:7]=[C:6]([NH:8][CH:9]2[CH2:11][CH2:10]2)[C:5]([Cl:12])=[CH:4][N:3]=1.[NH2:13][C:14]1[S:18][C:17]([C:19](=[O:21])[CH3:20])=[CH:16][CH:15]=1.C1(C)C=CC(S(O)(=O)=O)=CC=1. (3) Given the product [NH2:18][CH2:17][CH2:16][CH2:15][O:14][C:4]1[C:3]([C:1]([NH2:2])=[O:27])=[C:8]([S:9][CH3:10])[N:7]=[C:6]([S:11][CH2:12][CH3:13])[N:5]=1, predict the reactants needed to synthesize it. The reactants are: [C:1]([C:3]1[C:4]([O:14][CH2:15][CH2:16][CH2:17][NH:18]C(=O)OC(C)(C)C)=[N:5][C:6]([S:11][CH2:12][CH3:13])=[N:7][C:8]=1[S:9][CH3:10])#[N:2].C(O)(C(F)(F)F)=[O:27].OS(O)(=O)=O. (4) Given the product [N+:1]([C:4]1[CH:14]=[CH:13][CH:12]=[C:6]2[C:7]([N:15]([C:16]3[CH:24]=[CH:23][CH:22]=[C:18]([C:19]([OH:21])=[O:20])[CH:17]=3)[C:10](=[O:11])[C:5]=12)=[O:9])([O-:3])=[O:2], predict the reactants needed to synthesize it. The reactants are: [N+:1]([C:4]1[CH:14]=[CH:13][CH:12]=[C:6]2[C:7]([O:9][C:10](=[O:11])[C:5]=12)=O)([O-:3])=[O:2].[NH2:15][C:16]1[CH:17]=[C:18]([CH:22]=[CH:23][CH:24]=1)[C:19]([OH:21])=[O:20]. (5) Given the product [Br:28][C:12]1[CH:13]=[C:14]([C:15]2[N:16]=[CH:17][S:18][C:19]=2[C:20]2[CH:25]=[CH:24][CH:23]=[C:22]([Cl:26])[C:21]=2[Cl:27])[C:9]([NH2:8])=[N:10][CH:11]=1, predict the reactants needed to synthesize it. The reactants are: COC1C=CC(C[NH:8][C:9]2[C:14]([C:15]3[N:16]=[CH:17][S:18][C:19]=3[C:20]3[CH:25]=[CH:24][CH:23]=[C:22]([Cl:26])[C:21]=3[Cl:27])=[CH:13][C:12]([Br:28])=[CH:11][N:10]=2)=CC=1.C(O)(C(F)(F)F)=O. (6) Given the product [C:51]([O:50][C:48](=[O:49])[CH2:47][CH2:46][N:45]([CH3:44])[S:2]([C:5]1[CH:6]=[C:7]([CH:41]=[CH:42][CH:43]=1)[C:8]([NH:10][C:11]1[S:12][C:13]2[CH2:40][CH2:39][CH2:38][CH2:37][C:14]=2[C:15]=1[C:16]([NH:18][C:19]1[CH:24]=[CH:23][C:22]([CH2:25][CH2:26][C:27]2[CH:36]=[CH:35][C:30]([C:31]([O:33][CH3:34])=[O:32])=[CH:29][CH:28]=2)=[CH:21][CH:20]=1)=[O:17])=[O:9])(=[O:4])=[O:3])([CH3:54])([CH3:53])[CH3:52], predict the reactants needed to synthesize it. The reactants are: Cl[S:2]([C:5]1[CH:6]=[C:7]([CH:41]=[CH:42][CH:43]=1)[C:8]([NH:10][C:11]1[S:12][C:13]2[CH2:40][CH2:39][CH2:38][CH2:37][C:14]=2[C:15]=1[C:16]([NH:18][C:19]1[CH:24]=[CH:23][C:22]([CH2:25][CH2:26][C:27]2[CH:36]=[CH:35][C:30]([C:31]([O:33][CH3:34])=[O:32])=[CH:29][CH:28]=2)=[CH:21][CH:20]=1)=[O:17])=[O:9])(=[O:4])=[O:3].[CH3:44][NH:45][CH2:46][CH2:47][C:48]([O:50][C:51]([CH3:54])([CH3:53])[CH3:52])=[O:49].